Dataset: Full USPTO retrosynthesis dataset with 1.9M reactions from patents (1976-2016). Task: Predict the reactants needed to synthesize the given product. (1) Given the product [CH3:1][O:2][C:3]1[CH:8]=[CH:7][CH:6]=[C:5]([C:30](=[O:31])[C:27]2[CH:26]=[CH:25][C:24]([C:23]([F:34])([F:22])[F:35])=[CH:29][N:28]=2)[C:4]=1[NH:9][C:10](=[O:16])[O:11][C:12]([CH3:13])([CH3:15])[CH3:14], predict the reactants needed to synthesize it. The reactants are: [CH3:1][O:2][C:3]1[CH:8]=[CH:7][CH:6]=[CH:5][C:4]=1[NH:9][C:10](=[O:16])[O:11][C:12]([CH3:15])([CH3:14])[CH3:13].[Li]C(C)(C)C.[F:22][C:23]([F:35])([F:34])[C:24]1[CH:25]=[CH:26][C:27]([C:30](OC)=[O:31])=[N:28][CH:29]=1. (2) Given the product [Cl:26][C:5]1[C:6]([NH:8][C:9]2[CH:19]=[CH:18][C:17]([N:20]3[CH2:25][CH2:24][O:23][CH2:22][CH2:21]3)=[CH:16][C:10]=2[O:11][CH2:12][CH2:13][C:14]#[N:15])=[N:7][C:2]([NH:27][C:28]2[CH:29]=[CH:30][C:31]3[C:37]([CH3:38])([CH3:39])[CH2:36][CH2:35][C:34](=[O:40])[NH:33][C:32]=3[CH:41]=2)=[N:3][CH:4]=1, predict the reactants needed to synthesize it. The reactants are: Cl[C:2]1[N:7]=[C:6]([NH:8][C:9]2[CH:19]=[CH:18][C:17]([N:20]3[CH2:25][CH2:24][O:23][CH2:22][CH2:21]3)=[CH:16][C:10]=2[O:11][CH2:12][CH2:13][C:14]#[N:15])[C:5]([Cl:26])=[CH:4][N:3]=1.[NH2:27][C:28]1[CH:29]=[CH:30][C:31]2[C:37]([CH3:39])([CH3:38])[CH2:36][CH2:35][C:34](=[O:40])[NH:33][C:32]=2[CH:41]=1.C12(CS(O)(=O)=O)C(C)(C)C(CC1)CC2=O.C(=O)(O)[O-].[Na+]. (3) Given the product [CH3:1][CH:2]1[O:9][C:7](=[O:8])[CH:6]([CH3:10])[O:5][C:3]1=[O:4].[C:11]1(=[O:18])[O:17][CH2:16][CH2:15][CH2:14][CH2:13][CH2:12]1, predict the reactants needed to synthesize it. The reactants are: [CH3:1][CH:2]1[O:9][C:7](=[O:8])[CH:6]([CH3:10])[O:5][C:3]1=[O:4].[C:11]1(=[O:18])[O:17][CH2:16][CH2:15][CH2:14][CH2:13][CH2:12]1. (4) Given the product [CH3:1][O:2][C:3]1[CH:4]=[C:5]2[C:10](=[CH:11][C:12]=1[O:13][CH3:14])[N:9]=[CH:8][N:7]=[C:6]2[NH:15][C:16]1[CH:21]=[C:20]([OH:22])[CH:19]=[C:18]([CH3:25])[CH:17]=1, predict the reactants needed to synthesize it. The reactants are: [CH3:1][O:2][C:3]1[CH:4]=[C:5]2[C:10](=[CH:11][C:12]=1[O:13][CH3:14])[N:9]=[CH:8][N:7]=[C:6]2[NH:15][C:16]1[CH:17]=[CH:18][C:19](C)=[C:20]([OH:22])[CH:21]=1.O[C:25]1C=C(C=C(C)C=1)N. (5) The reactants are: [CH:1]1([C:4]([N:6]2[CH2:11][CH2:10][N:9]([C:12]3[N:17]=[CH:16][C:15]([C:18]4[NH:19][C:20](=[O:30])[C:21]5[C:26]([CH:27]=4)=[C:25]([O:28]C)[CH:24]=[CH:23][CH:22]=5)=[CH:14][N:13]=3)[CH2:8][CH2:7]2)=[O:5])[CH2:3][CH2:2]1.B(Br)(Br)Br. Given the product [CH:1]1([C:4]([N:6]2[CH2:11][CH2:10][N:9]([C:12]3[N:17]=[CH:16][C:15]([C:18]4[NH:19][C:20](=[O:30])[C:21]5[C:26]([CH:27]=4)=[C:25]([OH:28])[CH:24]=[CH:23][CH:22]=5)=[CH:14][N:13]=3)[CH2:8][CH2:7]2)=[O:5])[CH2:2][CH2:3]1, predict the reactants needed to synthesize it.